This data is from Rat liver microsome stability data. The task is: Regression/Classification. Given a drug SMILES string, predict its absorption, distribution, metabolism, or excretion properties. Task type varies by dataset: regression for continuous measurements (e.g., permeability, clearance, half-life) or binary classification for categorical outcomes (e.g., BBB penetration, CYP inhibition). Dataset: rlm. (1) The drug is COc1cc(NC(=O)C2(NC(=O)c3ccc4c(C5CCCC5)c(-c5ccccn5)n(C)c4c3)CCC2)cc(OC)c1C=CC(=O)O. The result is 0 (unstable in rat liver microsomes). (2) The molecule is C[C@@]1(O)[C@H](O)[C@@H](CO)O[C@H]1n1ccc(N)nc1=O. The result is 0 (unstable in rat liver microsomes).